From a dataset of Retrosynthesis with 50K atom-mapped reactions and 10 reaction types from USPTO. Predict the reactants needed to synthesize the given product. (1) Given the product COc1cc(C)c(-c2c(F)ccc3c(N)c4c(nc23)CN(C2CCC2)C4=O)cn1, predict the reactants needed to synthesize it. The reactants are: COc1cc(C)c(B2OC(C)(C)C(C)(C)O2)cn1.Nc1c2c(nc3c(Br)c(F)ccc13)CN(C1CCC1)C2=O. (2) Given the product COc1c(C(=O)NN2CCOCC2)nn(-c2ccccc2Cl)c1-c1ccc(Cl)cc1, predict the reactants needed to synthesize it. The reactants are: COc1c(C(=O)O)nn(-c2ccccc2Cl)c1-c1ccc(Cl)cc1.NN1CCOCC1.